This data is from NCI-60 drug combinations with 297,098 pairs across 59 cell lines. The task is: Regression. Given two drug SMILES strings and cell line genomic features, predict the synergy score measuring deviation from expected non-interaction effect. (1) Drug 1: CC1C(C(CC(O1)OC2CC(CC3=C2C(=C4C(=C3O)C(=O)C5=C(C4=O)C(=CC=C5)OC)O)(C(=O)C)O)N)O.Cl. Drug 2: CC1C(C(CC(O1)OC2CC(OC(C2O)C)OC3=CC4=CC5=C(C(=O)C(C(C5)C(C(=O)C(C(C)O)O)OC)OC6CC(C(C(O6)C)O)OC7CC(C(C(O7)C)O)OC8CC(C(C(O8)C)O)(C)O)C(=C4C(=C3C)O)O)O)O. Cell line: CCRF-CEM. Synergy scores: CSS=34.1, Synergy_ZIP=0.815, Synergy_Bliss=2.30, Synergy_Loewe=-19.6, Synergy_HSA=1.85. (2) Drug 1: C1=NC(=NC(=O)N1C2C(C(C(O2)CO)O)O)N. Drug 2: CCN(CC)CCCC(C)NC1=C2C=C(C=CC2=NC3=C1C=CC(=C3)Cl)OC. Cell line: SF-539. Synergy scores: CSS=46.2, Synergy_ZIP=-6.90, Synergy_Bliss=-6.50, Synergy_Loewe=-10.9, Synergy_HSA=-1.24. (3) Drug 1: CCCS(=O)(=O)NC1=C(C(=C(C=C1)F)C(=O)C2=CNC3=C2C=C(C=N3)C4=CC=C(C=C4)Cl)F. Drug 2: CCC1(CC2CC(C3=C(CCN(C2)C1)C4=CC=CC=C4N3)(C5=C(C=C6C(=C5)C78CCN9C7C(C=CC9)(C(C(C8N6C)(C(=O)OC)O)OC(=O)C)CC)OC)C(=O)OC)O.OS(=O)(=O)O. Cell line: HOP-62. Synergy scores: CSS=33.3, Synergy_ZIP=13.6, Synergy_Bliss=15.9, Synergy_Loewe=-3.52, Synergy_HSA=14.7. (4) Drug 1: CCC1(CC2CC(C3=C(CCN(C2)C1)C4=CC=CC=C4N3)(C5=C(C=C6C(=C5)C78CCN9C7C(C=CC9)(C(C(C8N6C=O)(C(=O)OC)O)OC(=O)C)CC)OC)C(=O)OC)O.OS(=O)(=O)O. Drug 2: CC1=C(C(=O)C2=C(C1=O)N3CC4C(C3(C2COC(=O)N)OC)N4)N. Cell line: SW-620. Synergy scores: CSS=31.0, Synergy_ZIP=-1.39, Synergy_Bliss=-1.88, Synergy_Loewe=-7.76, Synergy_HSA=0.0244.